From a dataset of Full USPTO retrosynthesis dataset with 1.9M reactions from patents (1976-2016). Predict the reactants needed to synthesize the given product. (1) Given the product [Br:1][C:2]1[CH:3]=[CH:4][C:5]([N:8]2[CH:12]=[C:11]([CH2:13][CH2:14][CH2:15][O:16][C:23]3[C:22]([CH2:20][CH3:21])=[CH:27][CH:26]=[CH:25][C:24]=3[CH2:28][C:29]([O:31][CH3:32])=[O:30])[C:10]([CH:17]([CH3:19])[CH3:18])=[N:9]2)=[N:6][CH:7]=1, predict the reactants needed to synthesize it. The reactants are: [Br:1][C:2]1[CH:3]=[CH:4][C:5]([N:8]2[CH:12]=[C:11]([CH2:13][CH2:14][CH2:15][OH:16])[C:10]([CH:17]([CH3:19])[CH3:18])=[N:9]2)=[N:6][CH:7]=1.[CH2:20]([C:22]1[C:23](O)=[C:24]([CH2:28][C:29]([O:31][CH3:32])=[O:30])[CH:25]=[CH:26][CH:27]=1)[CH3:21].C(P(CCCC)CCCC)CCC.N(C(N1CCCCC1)=O)=NC(N1CCCCC1)=O. (2) Given the product [CH2:35]([NH:1][C:2]1[C:7]([N:8]2[CH2:13][CH2:12][N:11]([C:14]([O:16][C:17]([CH3:19])([CH3:20])[CH3:18])=[O:15])[C@@H:10]([CH2:21][C:22]3[CH:23]=[CH:24][CH:25]=[CH:26][CH:27]=3)[CH2:9]2)=[N:6][C:5]([Br:28])=[CH:4][N:3]=1)[C:36]1[CH:41]=[CH:40][CH:39]=[CH:38][CH:37]=1, predict the reactants needed to synthesize it. The reactants are: [NH2:1][C:2]1[C:7]([N:8]2[CH2:13][CH2:12][N:11]([C:14]([O:16][C:17]([CH3:20])([CH3:19])[CH3:18])=[O:15])[C@@H:10]([CH2:21][C:22]3[CH:27]=[CH:26][CH:25]=[CH:24][CH:23]=3)[CH2:9]2)=[N:6][C:5]([Br:28])=[CH:4][N:3]=1.CC(C)([O-])C.[K+].[CH2:35](Br)[C:36]1[CH:41]=[CH:40][CH:39]=[CH:38][CH:37]=1.C(OCC)(=O)C.